Regression. Given two drug SMILES strings and cell line genomic features, predict the synergy score measuring deviation from expected non-interaction effect. From a dataset of NCI-60 drug combinations with 297,098 pairs across 59 cell lines. (1) Drug 1: C1=CC(=C2C(=C1NCCNCCO)C(=O)C3=C(C=CC(=C3C2=O)O)O)NCCNCCO. Drug 2: CC1C(C(CC(O1)OC2CC(CC3=C2C(=C4C(=C3O)C(=O)C5=CC=CC=C5C4=O)O)(C(=O)C)O)N)O. Cell line: SK-MEL-2. Synergy scores: CSS=27.3, Synergy_ZIP=-1.68, Synergy_Bliss=-2.08, Synergy_Loewe=-10.6, Synergy_HSA=-5.59. (2) Drug 1: C1=NC(=NC(=O)N1C2C(C(C(O2)CO)O)O)N. Drug 2: C1=CC=C(C(=C1)C(C2=CC=C(C=C2)Cl)C(Cl)Cl)Cl. Cell line: NCI/ADR-RES. Synergy scores: CSS=2.76, Synergy_ZIP=-1.89, Synergy_Bliss=0.454, Synergy_Loewe=-0.149, Synergy_HSA=-1.20. (3) Drug 1: C1=NC2=C(N1)C(=S)N=C(N2)N. Synergy scores: CSS=26.3, Synergy_ZIP=-4.36, Synergy_Bliss=3.09, Synergy_Loewe=0.0890, Synergy_HSA=0.604. Drug 2: CCC(=C(C1=CC=CC=C1)C2=CC=C(C=C2)OCCN(C)C)C3=CC=CC=C3.C(C(=O)O)C(CC(=O)O)(C(=O)O)O. Cell line: SK-MEL-2.